Task: Predict the reactants needed to synthesize the given product.. Dataset: Full USPTO retrosynthesis dataset with 1.9M reactions from patents (1976-2016) (1) The reactants are: Cl.Cl[C:3]1[CH:12]=[C:11]([CH3:13])[C:10]2[C:5](=[CH:6][CH:7]=[C:8]([N:14]3[CH2:18][CH2:17][N:16]([C:19]4[CH:20]=[N:21][CH:22]=[CH:23][C:24]=4[CH3:25])[C:15]3=[O:26])[CH:9]=2)[N:4]=1.C([O-])(O)=[O:28].[Na+]. Given the product [CH3:13][C:11]1[C:10]2[C:5](=[CH:6][CH:7]=[C:8]([N:14]3[CH2:18][CH2:17][N:16]([C:19]4[CH:20]=[N:21][CH:22]=[CH:23][C:24]=4[CH3:25])[C:15]3=[O:26])[CH:9]=2)[NH:4][C:3](=[O:28])[CH:12]=1, predict the reactants needed to synthesize it. (2) Given the product [Cl:31][C:32]1[CH:33]=[C:34]2[C:39](=[CH:40][CH:41]=1)[CH:38]=[C:37]([S:42]([CH2:45][C@@H:46]([OH:50])[C:47]([N:27]1[CH2:28][CH2:29][CH:24]([N:22]3[CH2:23][C:19]4=[CH:18][N:17]=[C:16]([CH2:15][N:13]([CH3:12])[CH3:14])[N:20]4[C:21]3=[O:30])[CH2:25][CH2:26]1)=[O:48])(=[O:43])=[O:44])[CH:36]=[CH:35]2, predict the reactants needed to synthesize it. The reactants are: CCN=C=NCCCN(C)C.[CH3:12][N:13]([CH2:15][C:16]1[N:20]2[C:21](=[O:30])[N:22]([CH:24]3[CH2:29][CH2:28][NH:27][CH2:26][CH2:25]3)[CH2:23][C:19]2=[CH:18][N:17]=1)[CH3:14].[Cl:31][C:32]1[CH:33]=[C:34]2[C:39](=[CH:40][CH:41]=1)[CH:38]=[C:37]([S:42]([CH2:45][C@@H:46]([OH:50])[C:47](O)=[O:48])(=[O:44])=[O:43])[CH:36]=[CH:35]2.C1C=CC2N(O)N=NC=2C=1. (3) The reactants are: [Br:1][C:2]1[CH:3]=[C:4]([F:14])[CH:5]=[C:6]2[C:11]=1[N:10]=[C:9]([CH2:12][OH:13])[CH:8]=[CH:7]2.CS(C)=O.S([O-])([O-])(=O)=O.[NH+]1C=CC=CC=1.[NH+]1C=CC=CC=1.O. Given the product [Br:1][C:2]1[CH:3]=[C:4]([F:14])[CH:5]=[C:6]2[C:11]=1[N:10]=[C:9]([CH:12]=[O:13])[CH:8]=[CH:7]2, predict the reactants needed to synthesize it. (4) Given the product [Br:1][C:2]1[N:7]=[C:6]([C:8]([OH:13])=[O:18])[C:5]([OH:10])=[C:4]([O:11][CH3:12])[CH:3]=1, predict the reactants needed to synthesize it. The reactants are: [Br:1][C:2]1[N:7]=[C:6]([C:8]#N)[C:5]([OH:10])=[C:4]([O:11][CH3:12])[CH:3]=1.[OH:13]S(O)(=O)=O.[OH2:18]. (5) Given the product [CH:1]1[C:10]2[C:5](=[CH:6][CH:7]=[CH:8][CH:9]=2)[CH:4]=[CH:3][C:2]=1[CH2:11][CH2:12][CH2:13][C:14]1[O:23][N:25]=[C:16]([C:17]([O:19][CH2:20][CH3:21])=[O:18])[CH:15]=1, predict the reactants needed to synthesize it. The reactants are: [CH:1]1[C:10]2[C:5](=[CH:6][CH:7]=[CH:8][CH:9]=2)[CH:4]=[CH:3][C:2]=1[CH2:11][CH2:12][CH2:13][C:14](=[O:23])[CH2:15][C:16](=O)[C:17]([O:19][CH2:20][CH3:21])=[O:18].Cl.[NH2:25]O.